From a dataset of Reaction yield outcomes from USPTO patents with 853,638 reactions. Predict the reaction yield, written as a fraction of the theoretical maximum amount of product (1.0 means a 100% yield; for example, 0.34 means a 34% yield). (1) The reactants are [NH2:1][C:2]1[CH:7]=[CH:6][C:5]([N+:8]([O-])=O)=[CH:4][C:3]=1[S:11]([NH2:14])(=[O:13])=[O:12].CO.[H][H]. The catalyst is [Pd].O1CCCC1. The product is [NH2:1][C:2]1[CH:7]=[CH:6][C:5]([NH2:8])=[CH:4][C:3]=1[S:11]([NH2:14])(=[O:12])=[O:13]. The yield is 0.980. (2) The reactants are [N:1]1[CH:5]=[C:4]([CH2:6][NH:7][C:8]2[CH:13]=[CH:12][CH:11]=[C:10]([O:14][CH3:15])[CH:9]=2)[NH:3][CH:2]=1.C=O.[C:18]([BH3-])#N.[Na+].Cl. The catalyst is C(#N)C. The product is [N:1]1[CH:5]=[C:4]([CH2:6][N:7]([C:8]2[CH:13]=[CH:12][CH:11]=[C:10]([O:14][CH3:15])[CH:9]=2)[CH3:18])[NH:3][CH:2]=1. The yield is 0.750. (3) The reactants are C[Si](Cl)(C)C.Cl[C:7]([F:18])([F:17])[C:8]([C:10]1[CH:15]=[CH:14][CH:13]=[CH:12][C:11]=1[CH3:16])=[O:9].[I:19]I.O. The catalyst is C(#N)C.[Zn]. The product is [F:17][C:7]([F:18])([I:19])[C:8]([C:10]1[CH:15]=[CH:14][CH:13]=[CH:12][C:11]=1[CH3:16])=[O:9]. The yield is 0.460.